From a dataset of Forward reaction prediction with 1.9M reactions from USPTO patents (1976-2016). Predict the product of the given reaction. (1) Given the reactants [F:1][C:2]1[CH:7]=[CH:6][C:5]([NH:8][C:9]([C:11]2([C:14]([OH:16])=O)[CH2:13][CH2:12]2)=[O:10])=[CH:4][CH:3]=1.C1(C(O)=O)(C(O)=O)CC1.FC1C=CC([NH2:31])=CC=1.[CH3:34][O:35][C:36]1[CH:61]=[CH:60][C:39]([CH2:40][N:41]2[C:45]3=[N:46][CH:47]=[CH:48][C:49]([O:50][C:51]4[CH:56]=[CH:55][C:54](N)=[CH:53][C:52]=4[CH3:58])=[C:44]3[C:43]([CH3:59])=[N:42]2)=[CH:38][CH:37]=1, predict the reaction product. The product is: [F:1][C:2]1[CH:3]=[CH:4][C:5]([N:8]([C:54]2[CH:55]=[CH:56][C:51]([O:50][C:49]3[CH:48]=[CH:47][N:46]=[C:45]4[N:41]([CH2:40][C:39]5[CH:38]=[CH:37][C:36]([O:35][CH3:34])=[CH:61][CH:60]=5)[N:42]=[C:43]([CH3:59])[C:44]=34)=[C:52]([CH3:58])[CH:53]=2)[C:9]([C:11]2([C:14]([NH2:31])=[O:16])[CH2:12][CH2:13]2)=[O:10])=[CH:6][CH:7]=1. (2) Given the reactants [CH3:1][O:2][CH2:3][CH2:4][O:5][C:6]1[CH:14]=[C:13]2[C:9]([CH:10]=[CH:11][NH:12]2)=[CH:8][CH:7]=1.[F:15][C:16]1[C:21](/[CH:22]=[CH:23]/[N+:24]([O-:26])=[O:25])=[CH:20][CH:19]=[CH:18][C:17]=1[NH:27][C:28](=[O:37])[O:29][CH2:30][C:31]1[CH:36]=[CH:35][CH:34]=[CH:33][CH:32]=1, predict the reaction product. The product is: [F:15][C:16]1[C:21]([CH:22]([C:10]2[C:9]3[C:13](=[CH:14][C:6]([O:5][CH2:4][CH2:3][O:2][CH3:1])=[CH:7][CH:8]=3)[NH:12][CH:11]=2)[CH2:23][N+:24]([O-:26])=[O:25])=[CH:20][CH:19]=[CH:18][C:17]=1[NH:27][C:28](=[O:37])[O:29][CH2:30][C:31]1[CH:36]=[CH:35][CH:34]=[CH:33][CH:32]=1.